Dataset: Full USPTO retrosynthesis dataset with 1.9M reactions from patents (1976-2016). Task: Predict the reactants needed to synthesize the given product. (1) Given the product [Br:41][C:38]1[CH:37]=[N:36][C:35]([O:1][CH2:2][CH2:3][O:4][C:5]2[N:10]=[C:9]([C:11]3[N:16]=[CH:15][CH:14]=[CH:13][N:12]=3)[N:8]=[C:7]([NH:17][S:18]([CH2:21][CH3:22])(=[O:20])=[O:19])[C:6]=2[O:23][C:24]2[CH:29]=[CH:28][CH:27]=[CH:26][C:25]=2[O:30][CH3:31])=[N:40][CH:39]=1, predict the reactants needed to synthesize it. The reactants are: [OH:1][CH2:2][CH2:3][O:4][C:5]1[N:10]=[C:9]([C:11]2[N:16]=[CH:15][CH:14]=[CH:13][N:12]=2)[N:8]=[C:7]([NH:17][S:18]([CH2:21][CH3:22])(=[O:20])=[O:19])[C:6]=1[O:23][C:24]1[CH:29]=[CH:28][CH:27]=[CH:26][C:25]=1[O:30][CH3:31].[H-].[Na+].Cl[C:35]1[N:40]=[CH:39][C:38]([Br:41])=[CH:37][N:36]=1.C(O)(=O)CC(CC(O)=O)(C(O)=O)O. (2) Given the product [Cl:20][C:13]1[C:14]([CH3:19])=[C:15]([Cl:18])[CH:16]=[CH:17][C:12]=1[O:11][CH:8]1[CH2:9][CH2:10][N:5]([CH2:4][C@H:3]([OH:21])[CH2:2][NH:1][C:28]([C:24]2[N:25]=[N:26][NH:27][C:23]=2[CH3:22])=[O:29])[CH2:6][CH2:7]1, predict the reactants needed to synthesize it. The reactants are: [NH2:1][CH2:2][C@@H:3]([OH:21])[CH2:4][N:5]1[CH2:10][CH2:9][CH:8]([O:11][C:12]2[CH:17]=[CH:16][C:15]([Cl:18])=[C:14]([CH3:19])[C:13]=2[Cl:20])[CH2:7][CH2:6]1.[CH3:22][C:23]1[NH:27][N:26]=[N:25][C:24]=1[C:28](O)=[O:29].